From a dataset of Forward reaction prediction with 1.9M reactions from USPTO patents (1976-2016). Predict the product of the given reaction. (1) Given the reactants [CH3:1][O:2][C:3]1[CH:27]=[CH:26][C:6]([O:7][C:8]2[N:13]=[C:12]([O:14][C:15]3[CH:20]=[CH:19][C:18]([O:21][CH3:22])=[CH:17][CH:16]=3)[C:11]([N+:23]([O-])=O)=[CH:10][N:9]=2)=[CH:5][CH:4]=1.[H][H], predict the reaction product. The product is: [CH3:1][O:2][C:3]1[CH:27]=[CH:26][C:6]([O:7][C:8]2[N:13]=[C:12]([O:14][C:15]3[CH:20]=[CH:19][C:18]([O:21][CH3:22])=[CH:17][CH:16]=3)[C:11]([NH2:23])=[CH:10][N:9]=2)=[CH:5][CH:4]=1. (2) Given the reactants [OH:1][C:2]([C:4]([F:7])([F:6])[F:5])=[O:3].Br[C:9]1[CH:10]=[C:11]([CH2:15][CH2:16][C:17]2([CH3:28])[N:22]=[C:21]([NH2:23])[C:20]3[CH:24]=[CH:25][CH:26]=[CH:27][C:19]=3[O:18]2)[CH:12]=[CH:13][CH:14]=1.[C:29](=[O:32])([O-])[O-].[Cs+].[Cs+].CO[C:37]1[CH:38]=[C:39](B(O)O)[CH:40]=[CH:41][CH:42]=1, predict the reaction product. The product is: [F:5][C:4]([F:7])([F:6])[C:2]([OH:3])=[O:1].[CH3:29][O:32][C:11]1([CH2:15][CH2:16][C:17]2([CH3:28])[N:22]=[C:21]([NH2:23])[C:20]3[CH:24]=[CH:25][CH:26]=[CH:27][C:19]=3[O:18]2)[CH:12]=[CH:13][CH:14]=[C:9]([C:37]2[CH:38]=[CH:39][CH:40]=[CH:41][CH:42]=2)[CH2:10]1.[C:2]([OH:3])([C:4]([F:7])([F:6])[F:5])=[O:1]. (3) Given the reactants [C:1]([O:5][C:6](=[O:20])[NH:7][CH2:8][C:9]1([C:16](=[NH:19])[NH:17][OH:18])[CH2:11][CH:10]1[CH2:12][CH:13]([CH3:15])[CH3:14])([CH3:4])([CH3:3])[CH3:2].[C:21](C1NC=CN=1)(C1NC=CN=1)=[O:22], predict the reaction product. The product is: [C:1]([O:5][C:6](=[O:20])[NH:7][CH2:8][C:9]1([C:16]2[NH:19][C:21](=[O:22])[O:18][N:17]=2)[CH2:11][CH:10]1[CH2:12][CH:13]([CH3:14])[CH3:15])([CH3:3])([CH3:4])[CH3:2]. (4) Given the reactants [N+:1]([C:4]1[C:5]([C:9]([OH:11])=[O:10])=[N:6][NH:7][CH:8]=1)([O-:3])=[O:2].[CH2:12](Br)[C:13]1[CH:18]=[CH:17][CH:16]=[CH:15][CH:14]=1.C([O-])([O-])=O.[Cs+].[Cs+], predict the reaction product. The product is: [CH2:12]([N:7]1[CH:8]=[C:4]([N+:1]([O-:3])=[O:2])[C:5]([C:9]([O:11][CH2:12][C:13]2[CH:18]=[CH:17][CH:16]=[CH:15][CH:14]=2)=[O:10])=[N:6]1)[C:13]1[CH:18]=[CH:17][CH:16]=[CH:15][CH:14]=1.